From a dataset of Full USPTO retrosynthesis dataset with 1.9M reactions from patents (1976-2016). Predict the reactants needed to synthesize the given product. Given the product [OH:1][C:2]1[C:7]([C:8]([F:9])([F:11])[F:10])=[CH:6][C:5]([I:20])=[CH:4][N:3]=1, predict the reactants needed to synthesize it. The reactants are: [OH:1][C:2]1[C:7]([C:8]([F:11])([F:10])[F:9])=[CH:6][CH:5]=[CH:4][N:3]=1.C(#N)C.CN(C)C=O.[I:20]N1C(=O)CCC1=O.